From a dataset of Forward reaction prediction with 1.9M reactions from USPTO patents (1976-2016). Predict the product of the given reaction. (1) The product is: [CH:1]1([O:5][C:6]([N:8]2[CH2:13][CH2:12][N:11]([C:14](=[O:36])[C@@H:15]([NH2:25])[CH2:16][CH2:17][C:18]([O:20][C:21]([CH3:22])([CH3:23])[CH3:24])=[O:19])[CH2:10][CH2:9]2)=[O:7])[CH2:4][CH2:3][CH2:2]1. Given the reactants [CH:1]1([O:5][C:6]([N:8]2[CH2:13][CH2:12][N:11]([C:14](=[O:36])[C@@H:15]([NH:25]C(OCC3C=CC=CC=3)=O)[CH2:16][CH2:17][C:18]([O:20][C:21]([CH3:24])([CH3:23])[CH3:22])=[O:19])[CH2:10][CH2:9]2)=[O:7])[CH2:4][CH2:3][CH2:2]1, predict the reaction product. (2) The product is: [Cl:28][CH2:29][CH2:30][CH2:31][CH2:32][CH:9]([C:6]1[CH:5]=[CH:4][C:3]([S:2][CH3:1])=[CH:8][CH:7]=1)[C:10]([OH:12])=[O:11]. Given the reactants [CH3:1][S:2][C:3]1[CH:8]=[CH:7][C:6]([CH2:9][C:10]([OH:12])=[O:11])=[CH:5][CH:4]=1.C[Si]([N-][Si](C)(C)C)(C)C.[Na+].C1COCC1.[Cl:28][CH2:29][CH2:30][CH2:31][CH2:32]I, predict the reaction product. (3) Given the reactants [C:1]1([O:7][C:8]([NH:10][C:11]2[CH:19]=[C:18]3[C:14]([CH:15]=[CH:16][N:17]3[CH2:20][C:21]3[C:26]([Cl:27])=[CH:25][CH:24]=[CH:23][C:22]=3[Cl:28])=[CH:13][CH:12]=2)=[O:9])[CH:6]=[CH:5][CH:4]=[CH:3][CH:2]=1.[NH:29]1[CH2:33][CH2:32][CH2:31][CH2:30]1.[C:34](O)(=O)C.C=O, predict the reaction product. The product is: [C:1]1([O:7][C:8]([NH:10][C:11]2[CH:19]=[C:18]3[C:14]([C:15]([CH2:34][N:29]4[CH2:33][CH2:32][CH2:31][CH2:30]4)=[CH:16][N:17]3[CH2:20][C:21]3[C:22]([Cl:28])=[CH:23][CH:24]=[CH:25][C:26]=3[Cl:27])=[CH:13][CH:12]=2)=[O:9])[CH:2]=[CH:3][CH:4]=[CH:5][CH:6]=1. (4) Given the reactants [CH2:1]([C:8]1[C:20](=[O:21])[N:19]([CH:22]2[CH2:26][CH2:25][CH2:24][CH2:23]2)[C:11]2[N:12]=[C:13](S(C)=O)[N:14]=[CH:15][C:10]=2[CH:9]=1)[C:2]1[CH:7]=[CH:6][CH:5]=[CH:4][CH:3]=1.[NH2:27][CH2:28][CH2:29][C:30]1[N:34]=[CH:33][NH:32][CH:31]=1, predict the reaction product. The product is: [CH2:1]([C:8]1[C:20](=[O:21])[N:19]([CH:22]2[CH2:26][CH2:25][CH2:24][CH2:23]2)[C:11]2[N:12]=[C:13]([NH:27][CH2:28][CH2:29][C:30]3[N:34]=[CH:33][NH:32][CH:31]=3)[N:14]=[CH:15][C:10]=2[CH:9]=1)[C:2]1[CH:7]=[CH:6][CH:5]=[CH:4][CH:3]=1. (5) Given the reactants C(O[C:4](=[O:36])[C@:5]([O:11][CH2:12][C@@:13]([C:28]1[CH:33]=[C:32]([Br:34])[CH:31]=[CH:30][C:29]=1[F:35])([NH:15][S:16]([C:19]1[CH:24]=[CH:23][CH:22]=[CH:21][C:20]=1[N+:25]([O-:27])=[O:26])(=[O:18])=[O:17])[CH3:14])([CH3:10])[C:6]([F:9])([F:8])[F:7])C.[NH3:37], predict the reaction product. The product is: [Br:34][C:32]1[CH:31]=[CH:30][C:29]([F:35])=[C:28]([C@:13]([NH:15][S:16]([C:19]2[CH:24]=[CH:23][CH:22]=[CH:21][C:20]=2[N+:25]([O-:27])=[O:26])(=[O:17])=[O:18])([CH3:14])[CH2:12][O:11][C@@:5]([CH3:10])([C:6]([F:8])([F:7])[F:9])[C:4]([NH2:37])=[O:36])[CH:33]=1. (6) Given the reactants C([O:8][C:9]1[CH:14]=[C:13](I)[CH:12]=[CH:11][C:10]=1[N:16]1[S:20](=[O:22])(=[O:21])[N:19](CC[Si](C)(C)C)[C:18](=[O:29])[CH2:17]1)C1C=CC=CC=1.I[CH2:31][C:32]1[CH:37]=[CH:36][CH:35]=[CH:34][C:33]=1[O:38]S(C)(=O)=O, predict the reaction product. The product is: [OH:8][C:9]1[CH:14]=[C:13]([CH2:31][C:32]2[CH:37]=[CH:36][CH:35]=[CH:34][C:33]=2[OH:38])[CH:12]=[CH:11][C:10]=1[N:16]1[S:20](=[O:21])(=[O:22])[NH:19][C:18](=[O:29])[CH2:17]1. (7) The product is: [O:1]([CH2:8][CH2:9][O:10][C:11](=[O:15])[C:12]([CH3:14])=[CH2:13])[C:2]1[CH:7]=[CH:6][CH:5]=[CH:4][CH:3]=1.[CH3:22][O:23][C:24](=[O:28])[C:25]([CH3:27])=[CH2:26].[C:16]([OH:21])(=[O:20])[C:17]([CH3:19])=[CH2:18]. Given the reactants [O:1]([CH2:8][CH2:9][O:10][C:11](=[O:15])[C:12]([CH3:14])=[CH2:13])[C:2]1[CH:7]=[CH:6][CH:5]=[CH:4][CH:3]=1.[C:16]([OH:21])(=[O:20])[C:17]([CH3:19])=[CH2:18].[CH3:22][O:23][C:24](=[O:28])[C:25]([CH3:27])=[CH2:26], predict the reaction product. (8) Given the reactants C([O:8][C:9]1[CH:14]=[CH:13][C:12]([C:15]2[C:19]([C:20]3[CH:25]=[CH:24][N:23]=[CH:22][CH:21]=3)=[CH:18][N:17]([CH3:26])[N:16]=2)=[CH:11][CH:10]=1)C1C=CC=CC=1, predict the reaction product. The product is: [CH3:26][N:17]1[CH:18]=[C:19]([C:20]2[CH:21]=[CH:22][N:23]=[CH:24][CH:25]=2)[C:15]([C:12]2[CH:13]=[CH:14][C:9]([OH:8])=[CH:10][CH:11]=2)=[N:16]1.